The task is: Predict the reactants needed to synthesize the given product.. This data is from Full USPTO retrosynthesis dataset with 1.9M reactions from patents (1976-2016). (1) Given the product [CH3:71][C:58]1([CH3:72])[CH:59]([C:61]([O:1][C@H:2]2[CH2:19][CH2:18][C@@:17]3([CH3:20])[C@@H:4]([CH2:5][CH2:6][C@:7]4([CH3:46])[C@@H:16]3[CH2:15][CH2:14][C@H:13]3[C@@:8]4([CH3:45])[CH2:9][CH2:10][C@@:11]4([C:27]([N:29]5[CH2:33][CH2:32][CH2:31][C@@H:30]5[C:34]5[NH:35][C:36]([C:39]6[CH:40]=[CH:41][CH:42]=[CH:43][CH:44]=6)=[CH:37][N:38]=5)=[O:28])[CH2:23][CH2:22][C@@H:21]([C:24]([CH3:26])=[CH2:25])[C@@H:12]43)[C:3]2([CH3:48])[CH3:47])=[O:62])[CH2:60][CH:57]1[C:55]([O:54][CH2:52][C:51]1[CH:50]=[CH:76][CH:75]=[CH:74][CH:73]=1)=[O:56], predict the reactants needed to synthesize it. The reactants are: [OH:1][C@H:2]1[CH2:19][CH2:18][C@@:17]2([CH3:20])[C@@H:4]([CH2:5][CH2:6][C@:7]3([CH3:46])[C@@H:16]2[CH2:15][CH2:14][C@H:13]2[C@@:8]3([CH3:45])[CH2:9][CH2:10][C@@:11]3([C:27]([N:29]4[CH2:33][CH2:32][CH2:31][C@@H:30]4[C:34]4[NH:35][C:36]([C:39]5[CH:44]=[CH:43][CH:42]=[CH:41][CH:40]=5)=[CH:37][N:38]=4)=[O:28])[CH2:23][CH2:22][C@@H:21]([C:24]([CH3:26])=[CH2:25])[C@@H:12]32)[C:3]1([CH3:48])[CH3:47].Cl[C:50]1[CH:76]=[C:75](Cl)[CH:74]=[C:73](Cl)[C:51]=1[C:52]([O:54][C:55]([C@H:57]1[CH2:60][C@@H:59]([C:61](OCC2C=CC=CC=2)=[O:62])[C:58]1([CH3:72])[CH3:71])=[O:56])=O. (2) Given the product [C:6]([C:5]1[CH:9]=[CH:10][C:2]([N:36]2[CH2:37][CH2:38][C@H:34]([NH:33][C:32](=[O:39])[O:31][C:27]([CH3:29])([CH3:28])[CH3:30])[CH2:35]2)=[N:3][C:4]=1[NH:11][C:12]1[CH:17]=[CH:16][C:15]([C:18]([N:20]2[CH2:25][CH2:24][N:23]([CH3:26])[CH2:22][CH2:21]2)=[O:19])=[CH:14][CH:13]=1)(=[O:7])[NH2:8], predict the reactants needed to synthesize it. The reactants are: Cl[C:2]1[CH:10]=[CH:9][C:5]([C:6]([NH2:8])=[O:7])=[C:4]([NH:11][C:12]2[CH:17]=[CH:16][C:15]([C:18]([N:20]3[CH2:25][CH2:24][N:23]([CH3:26])[CH2:22][CH2:21]3)=[O:19])=[CH:14][CH:13]=2)[N:3]=1.[C:27]([O:31][C:32](=[O:39])[NH:33][C@H:34]1[CH2:38][CH2:37][NH:36][CH2:35]1)([CH3:30])([CH3:29])[CH3:28].CC(N(C)C)=O.CCN(C(C)C)C(C)C. (3) Given the product [Br:1][C:2]1[CH:3]=[C:4]2[NH:9][C:10](=[O:11])[NH:8][C:5]2=[N:6][CH:7]=1, predict the reactants needed to synthesize it. The reactants are: [Br:1][C:2]1[CH:3]=[C:4]([NH2:9])[C:5]([NH2:8])=[N:6][CH:7]=1.[C:10](N1C=CN=C1)(N1C=CN=C1)=[O:11].O.